This data is from Forward reaction prediction with 1.9M reactions from USPTO patents (1976-2016). The task is: Predict the product of the given reaction. (1) The product is: [CH3:39][C@H:37]1[O:38][C@@H:33]([CH3:32])[CH2:34][N:35]([C:2]2[C:10]3[O:9][CH2:8][C@@H:7]([N:11]([C:26](=[O:31])[C:27]([F:30])([F:29])[F:28])[C:12]4[CH:25]=[CH:24][C:15]5[C@H:16]([CH2:19][C:20]([O:22][CH3:23])=[O:21])[CH2:17][O:18][C:14]=5[CH:13]=4)[C:6]=3[CH:5]=[CH:4][CH:3]=2)[CH2:36]1. Given the reactants Br[C:2]1[C:10]2[O:9][CH2:8][C@@H:7]([N:11]([C:26](=[O:31])[C:27]([F:30])([F:29])[F:28])[C:12]3[CH:25]=[CH:24][C:15]4[C@H:16]([CH2:19][C:20]([O:22][CH3:23])=[O:21])[CH2:17][O:18][C:14]=4[CH:13]=3)[C:6]=2[CH:5]=[CH:4][CH:3]=1.[CH3:32][C@H:33]1[O:38][C@@H:37]([CH3:39])[CH2:36][NH:35][CH2:34]1.C(=O)([O-])[O-].[Cs+].[Cs+].C1(P(C2C=CC=CC=2)C2C3OC4C(=CC=CC=4P(C4C=CC=CC=4)C4C=CC=CC=4)C(C)(C)C=3C=CC=2)C=CC=CC=1, predict the reaction product. (2) Given the reactants [Cl:1][CH2:2][CH2:3][N:4]=[C:5]=[O:6].[CH:7]1([C:10]2[CH:15]=[CH:14][N:13]=[CH:12][C:11]=2[NH2:16])[CH2:9][CH2:8]1.CO, predict the reaction product. The product is: [Cl:1][CH2:2][CH2:3][NH:4][C:5]([NH:16][C:11]1[CH:12]=[N:13][CH:14]=[CH:15][C:10]=1[CH:7]1[CH2:9][CH2:8]1)=[O:6].